From a dataset of Catalyst prediction with 721,799 reactions and 888 catalyst types from USPTO. Predict which catalyst facilitates the given reaction. Reactant: [Br:1][C:2]1[C:3]([CH:8]=O)=[N:4][CH:5]=[CH:6][CH:7]=1.[CH3:10][NH:11][NH2:12]. Product: [Br:1][C:2]1[C:3]([CH:8]=[N:12][NH:11][CH3:10])=[N:4][CH:5]=[CH:6][CH:7]=1. The catalyst class is: 8.